Predict which catalyst facilitates the given reaction. From a dataset of Catalyst prediction with 721,799 reactions and 888 catalyst types from USPTO. (1) Reactant: [Cl:1][C:2]1[C:11]2[C:6](=[CH:7][CH:8]=[C:9]([I:12])[CH:10]=2)[N:5]=[CH:4][N:3]=1.[CH2:13]([O:20][C:21]1[CH:27]=[CH:26][C:24]([NH2:25])=[CH:23][CH:22]=1)[C:14]1[CH:19]=[CH:18][CH:17]=[CH:16][CH:15]=1. Product: [ClH:1].[CH2:13]([O:20][C:21]1[CH:22]=[CH:23][C:24]([NH:25][C:2]2[C:11]3[C:6](=[CH:7][CH:8]=[C:9]([I:12])[CH:10]=3)[N:5]=[CH:4][N:3]=2)=[CH:26][CH:27]=1)[C:14]1[CH:15]=[CH:16][CH:17]=[CH:18][CH:19]=1. The catalyst class is: 10. (2) Reactant: Cl[CH2:2][C:3]([N:5]1[CH2:10][CH2:9][CH:8]([O:11][C:12]2[CH:13]=[N:14][C:15]([N:18]3[C:26]4[C:21](=[CH:22][C:23]([S:27]([CH3:30])(=[O:29])=[O:28])=[CH:24][CH:25]=4)[CH:20]=[CH:19]3)=[CH:16][CH:17]=2)[CH2:7][CH2:6]1)=[O:4].[I-].[K+].[NH:33]1[CH2:37][CH2:36][CH2:35][CH2:34]1.C(=O)([O-])[O-].[K+].[K+]. Product: [CH3:30][S:27]([C:23]1[CH:22]=[C:21]2[C:26](=[CH:25][CH:24]=1)[N:18]([C:15]1[N:14]=[CH:13][C:12]([O:11][CH:8]3[CH2:9][CH2:10][N:5]([C:3](=[O:4])[CH2:2][N:33]4[CH2:37][CH2:36][CH2:35][CH2:34]4)[CH2:6][CH2:7]3)=[CH:17][CH:16]=1)[CH:19]=[CH:20]2)(=[O:28])=[O:29]. The catalyst class is: 3.